From a dataset of Forward reaction prediction with 1.9M reactions from USPTO patents (1976-2016). Predict the product of the given reaction. (1) Given the reactants Cl[C:2]1[C:11]2[C:6](=[CH:7][CH:8]=[CH:9][CH:10]=2)[NH:5]/[C:4](=[C:12]2/[C:13]([CH3:18])=[N:14][NH:15][C:16]/2=[O:17])/[CH:3]=1.[C:19]1([SH:25])[CH:24]=[CH:23][CH:22]=[CH:21][CH:20]=1, predict the reaction product. The product is: [CH3:18][C:13]1=[N:14][NH:15][C:16](=[O:17])/[C:12]/1=[C:4]1\[NH:5][C:6]2[C:11]([C:2]([S:25][C:19]3[CH:24]=[CH:23][CH:22]=[CH:21][CH:20]=3)=[CH:3]\1)=[CH:10][CH:9]=[CH:8][CH:7]=2. (2) Given the reactants CC1(C)O[C:6](=[O:8])[CH:5]=[C:4]([CH3:9])O1.[NH2:11]/[C:12](/[CH3:16])=[CH:13]/[C:14]#[N:15], predict the reaction product. The product is: [CH3:16][C:12]1[NH:11][C:4]([CH3:9])=[CH:5][C:6](=[O:8])[C:13]=1[C:14]#[N:15]. (3) Given the reactants O=P12OP3(OP(OP(O3)(O1)=O)(=O)O2)=O.[C:15]1([CH2:21][CH2:22][NH:23][CH:24]=O)[CH:20]=[CH:19][CH:18]=[CH:17][CH:16]=1.[OH-].[Na+], predict the reaction product. The product is: [CH:24]1[C:20]2[C:15](=[CH:16][CH:17]=[CH:18][CH:19]=2)[CH2:21][CH2:22][N:23]=1. (4) Given the reactants [F:1][C:2]1[CH:7]=[CH:6][C:5]([C:8]2[C:9](=[O:24])[NH:10][N:11]=[CH:12][C:13]=2[C:14]2[CH:19]=[CH:18][C:17]([S:20]([CH3:23])(=[O:22])=[O:21])=[CH:16][CH:15]=2)=[CH:4][CH:3]=1.C([O-])([O-])=O.[K+].[K+].[F:31][C:32]1[CH:39]=[CH:38][C:35]([CH2:36]Br)=[CH:34][CH:33]=1.[Na+].[I-], predict the reaction product. The product is: [F:31][C:32]1[CH:39]=[CH:38][C:35]([CH2:36][N:10]2[C:9](=[O:24])[C:8]([C:5]3[CH:6]=[CH:7][C:2]([F:1])=[CH:3][CH:4]=3)=[C:13]([C:14]3[CH:19]=[CH:18][C:17]([S:20]([CH3:23])(=[O:22])=[O:21])=[CH:16][CH:15]=3)[CH:12]=[N:11]2)=[CH:34][CH:33]=1.